Predict the product of the given reaction. From a dataset of Forward reaction prediction with 1.9M reactions from USPTO patents (1976-2016). (1) Given the reactants [CH:1]([NH:4][C:5]1[C:10]([C:11](O)=[O:12])=[CH:9][N:8]=[C:7]([S:14][CH3:15])[N:6]=1)([CH3:3])[CH3:2].C1C=CC2N(O)N=[N:22]C=2C=1.C(Cl)CCl.[OH-].[NH4+], predict the reaction product. The product is: [CH:1]([NH:4][C:5]1[C:10]([C:11]([NH2:22])=[O:12])=[CH:9][N:8]=[C:7]([S:14][CH3:15])[N:6]=1)([CH3:3])[CH3:2]. (2) Given the reactants Cl[C:2]1[C:7]([C:8]#[N:9])=[C:6]([C:10]2[CH:15]=[CH:14][C:13]([O:16][C@H:17]3[C@H:21]([OH:22])[CH2:20][O:19][CH2:18]3)=[CH:12][CH:11]=2)[C:5]([C:23]#[N:24])=[C:4]([S:25][CH2:26][C:27]2[N:28]=[C:29]([C:32]3[CH:37]=[CH:36][C:35]([Cl:38])=[CH:34][CH:33]=3)[S:30][CH:31]=2)[N:3]=1.Cl.[OH:40][CH:41]1[CH2:44][NH:43][CH2:42]1.C(N(CC)C(C)C)(C)C, predict the reaction product. The product is: [Cl:38][C:35]1[CH:34]=[CH:33][C:32]([C:29]2[S:30][CH:31]=[C:27]([CH2:26][S:25][C:4]3[C:5]([C:23]#[N:24])=[C:6]([C:10]4[CH:11]=[CH:12][C:13]([O:16][C@H:17]5[C@H:21]([OH:22])[CH2:20][O:19][CH2:18]5)=[CH:14][CH:15]=4)[C:7]([C:8]#[N:9])=[C:2]([N:43]4[CH2:44][CH:41]([OH:40])[CH2:42]4)[N:3]=3)[N:28]=2)=[CH:37][CH:36]=1. (3) Given the reactants [Cl:1][C:2]([Cl:51])([Cl:50])[CH2:3][O:4][C:5]([C@@H:7]1[CH2:12][CH2:11][CH2:10][N:9]([C:13](=[O:49])[C@@H:14]([NH:34][C:35](=[O:48])[C@@H:36]([NH:40]C(OC(C)(C)C)=O)[CH:37]([CH3:39])[CH3:38])[CH2:15][O:16][Si:17]([C:30]([CH3:33])([CH3:32])[CH3:31])([C:24]2[CH:29]=[CH:28][CH:27]=[CH:26][CH:25]=2)[C:18]2[CH:23]=[CH:22][CH:21]=[CH:20][CH:19]=2)[NH:8]1)=[O:6].FC(F)(F)S(O[Si](C)(C)C)(=O)=O.C(N(CC)C(C)C)(C)C, predict the reaction product. The product is: [Cl:51][C:2]([Cl:1])([Cl:50])[CH2:3][O:4][C:5]([C@@H:7]1[CH2:12][CH2:11][CH2:10][N:9]([C:13](=[O:49])[C@@H:14]([NH:34][C:35](=[O:48])[C@@H:36]([NH2:40])[CH:37]([CH3:39])[CH3:38])[CH2:15][O:16][Si:17]([C:30]([CH3:32])([CH3:33])[CH3:31])([C:18]2[CH:23]=[CH:22][CH:21]=[CH:20][CH:19]=2)[C:24]2[CH:29]=[CH:28][CH:27]=[CH:26][CH:25]=2)[NH:8]1)=[O:6]. (4) Given the reactants [CH3:1][O:2][C:3](=[O:34])[N:4]=[C:5]([S:32][CH3:33])[C:6]([C:20]1[CH:25]=[C:24]([O:26][CH3:27])[C:23]([O:28][CH3:29])=[C:22]([CH2:30][OH:31])[CH:21]=1)=[N:7][C:8]1[CH:13]=[CH:12][C:11]([C:14]2[N:18]=[C:17]([CH3:19])[O:16][N:15]=2)=[CH:10][CH:9]=1.[CH3:35]N(C)C1C2C(=CC=CC=2N(C)C)C=CC=1.F[B-](F)(F)F.C(=O)([O-])O.[Na+], predict the reaction product. The product is: [CH3:1][O:2][C:3](=[O:34])[N:4]=[C:5]([S:32][CH3:33])[C:6]([C:20]1[CH:21]=[C:22]([CH2:30][O:31][CH3:35])[C:23]([O:28][CH3:29])=[C:24]([O:26][CH3:27])[CH:25]=1)=[N:7][C:8]1[CH:13]=[CH:12][C:11]([C:14]2[N:18]=[C:17]([CH3:19])[O:16][N:15]=2)=[CH:10][CH:9]=1. (5) The product is: [O:33]1[C:29]([C:2]2[CH:3]=[C:4]([N:12]3[CH2:17][CH2:16][N:15]([C:18](=[O:20])[CH3:19])[CH2:14][CH2:13]3)[CH:5]=[C:6]([C:8]([F:11])([F:10])[F:9])[CH:7]=2)=[CH:30][N:31]=[CH:32]1. Given the reactants Br[C:2]1[CH:3]=[C:4]([N:12]2[CH2:17][CH2:16][N:15]([C:18](=[O:20])[CH3:19])[CH2:14][CH2:13]2)[CH:5]=[C:6]([C:8]([F:11])([F:10])[F:9])[CH:7]=1.CC1(C)C(C)(C)OB([C:29]2[O:33][C:32]([Si](C(C)C)(C(C)C)C(C)C)=[N:31][CH:30]=2)O1.C(=O)([O-])[O-].[K+].[K+].O1CCOCC1, predict the reaction product. (6) Given the reactants [Br:1][C:2]1[CH:3]=[N:4][C:5]([N:12]([CH:15]2[CH2:20][CH2:19][CH2:18][CH2:17][CH2:16]2)[CH2:13][CH3:14])=[C:6]([CH:11]=1)[C:7](OC)=[O:8].[H-].[H-].[H-].[H-].[Li+].[Al+3], predict the reaction product. The product is: [Br:1][C:2]1[CH:11]=[C:6]([CH2:7][OH:8])[C:5]([N:12]([CH:15]2[CH2:16][CH2:17][CH2:18][CH2:19][CH2:20]2)[CH2:13][CH3:14])=[N:4][CH:3]=1. (7) Given the reactants [NH2:1][C:2]1[N:6]([C:7]2[CH:12]=[CH:11]C=CC=2)[N:5]=[CH:4][C:3]=1[C:13]([NH2:15])=[O:14].[CH:16](=O)[C:17]1[CH:22]=[CH:21][CH:20]=[CH:19][CH:18]=1.C=O, predict the reaction product. The product is: [CH2:16]([N:6]1[CH2:7][CH2:12][N:15]2[C:13](=[O:14])[C:3]3[CH:4]=[N:5][N:6]([CH:7]4[CH2:12][CH2:11]4)[C:2]=3[N:1]=[C:3]2[CH2:2]1)[C:17]1[CH:22]=[CH:21][CH:20]=[CH:19][CH:18]=1. (8) Given the reactants [NH2:1][C:2]1[C:10]2[C:9]([C:11]3[CH:16]=[CH:15][CH:14]=[C:13]([NH:17][C:18]([NH:20][C:21]4[CH:26]=[CH:25][C:24]([C:27]([F:30])([F:29])[F:28])=[CH:23][CH:22]=4)=[O:19])[CH:12]=3)=[N:8][C:7](S(C)=O)=[N:6][C:5]=2[S:4][C:3]=1[C:34]([NH2:36])=[O:35].[NH2:37][C@H:38]([CH2:41][CH3:42])[CH2:39][OH:40], predict the reaction product. The product is: [CH2:41]([C@@H:38]([NH:37][C:7]1[N:8]=[C:9]([C:11]2[CH:16]=[CH:15][CH:14]=[C:13]([NH:17][C:18]([NH:20][C:21]3[CH:22]=[CH:23][C:24]([C:27]([F:30])([F:29])[F:28])=[CH:25][CH:26]=3)=[O:19])[CH:12]=2)[C:10]2[C:2]([NH2:1])=[C:3]([C:34]([NH2:36])=[O:35])[S:4][C:5]=2[N:6]=1)[CH2:39][OH:40])[CH3:42]. (9) Given the reactants [Br:1][C:2]1[N:7]=[C:6]([CH3:8])[N:5]=[C:4]([CH2:9][OH:10])[CH:3]=1.N1C=CN=C1.[CH3:16][C:17]([Si:20](Cl)([CH3:22])[CH3:21])([CH3:19])[CH3:18], predict the reaction product. The product is: [Br:1][C:2]1[CH:3]=[C:4]([CH2:9][O:10][Si:20]([C:17]([CH3:19])([CH3:18])[CH3:16])([CH3:22])[CH3:21])[N:5]=[C:6]([CH3:8])[N:7]=1.